From a dataset of Forward reaction prediction with 1.9M reactions from USPTO patents (1976-2016). Predict the product of the given reaction. (1) Given the reactants [NH2:1][S:2]([C:5]1[CH:6]=[C:7]([CH:11]=[CH:12][CH:13]=1)[C:8](O)=[O:9])(=[O:4])=[O:3], predict the reaction product. The product is: [OH:9][CH2:8][C:7]1[CH:6]=[C:5]([S:2]([NH2:1])(=[O:3])=[O:4])[CH:13]=[CH:12][CH:11]=1. (2) The product is: [Si:12]([O:6][C@H:4]1[CH2:5][O:1][CH2:2][C@@H:3]1[OH:7])([C:8]([CH3:11])([CH3:10])[CH3:9])([CH3:15])[CH3:14]. Given the reactants [O:1]1[CH2:5][C@H:4]([OH:6])[C@@H:3]([OH:7])[CH2:2]1.[C:8]([Si:12]([CH3:15])([CH3:14])Cl)([CH3:11])([CH3:10])[CH3:9], predict the reaction product. (3) Given the reactants [Sn](Cl)(Cl)(Cl)Cl.[C:6]1([CH3:15])[CH:11]=[CH:10][C:9]([C:12](Cl)=[O:13])=[CH:8][CH:7]=1.[Si]([C:20]#[N:21])(C)(C)C, predict the reaction product. The product is: [C:6]1([CH3:15])[CH:11]=[CH:10][C:9]([C:12]([C:20]#[N:21])=[O:13])=[CH:8][CH:7]=1. (4) Given the reactants [NH2:1][CH2:2][CH:3]1[CH2:27][N:7]2[CH2:8][CH2:9][N:10]([C:12]3[N:17]=[C:16]([NH2:18])[N:15]4[N:19]=[C:20]([C:22]5[O:23][CH:24]=[CH:25][CH:26]=5)[N:21]=[C:14]4[N:13]=3)[CH2:11][CH:6]2[CH2:5][CH2:4]1.[N:28]1[CH:33]=[CH:32][C:31]([CH:34]=O)=[CH:30][CH:29]=1.CO.[BH4-].[Na+], predict the reaction product. The product is: [O:23]1[CH:24]=[CH:25][CH:26]=[C:22]1[C:20]1[N:21]=[C:14]2[N:13]=[C:12]([N:10]3[CH2:9][CH2:8][N:7]4[CH2:27][CH:3]([CH2:2][NH:1][CH2:34][C:31]5[CH:32]=[CH:33][N:28]=[CH:29][CH:30]=5)[CH2:4][CH2:5][CH:6]4[CH2:11]3)[N:17]=[C:16]([NH2:18])[N:15]2[N:19]=1. (5) The product is: [CH:30]([C:33]1[N:34]([C:2]2[N:3]=[C:4]([N:24]3[CH2:29][CH2:28][O:27][CH2:26][CH2:25]3)[C:5]3[N:11]=[C:10]([CH:12]=[C:13]4[CH2:14][N:15]([C:17]([O:19][C:20]([CH3:21])([CH3:23])[CH3:22])=[O:18])[CH2:16]4)[CH:9]=[CH:8][C:6]=3[N:7]=2)[C:35]2[CH:41]=[CH:40][CH:39]=[CH:38][C:36]=2[N:37]=1)([CH3:32])[CH3:31]. Given the reactants Cl[C:2]1[N:3]=[C:4]([N:24]2[CH2:29][CH2:28][O:27][CH2:26][CH2:25]2)[C:5]2[N:11]=[C:10]([CH:12]=[C:13]3[CH2:16][N:15]([C:17]([O:19][C:20]([CH3:23])([CH3:22])[CH3:21])=[O:18])[CH2:14]3)[CH:9]=[CH:8][C:6]=2[N:7]=1.[CH:30]([C:33]1[NH:37][C:36]2[CH:38]=[CH:39][CH:40]=[CH:41][C:35]=2[N:34]=1)([CH3:32])[CH3:31].CC(C)([O-])C.[Na+], predict the reaction product. (6) Given the reactants Br[C:2]1[CH:3]=[CH:4][C:5]2[C:11]3[S:12][C:13]([C:15]([N:17]([C:19]4[CH:24]=[CH:23][CH:22]=[CH:21][C:20]=4[Cl:25])[CH3:18])=[O:16])=[CH:14][C:10]=3[CH2:9][CH2:8][O:7][C:6]=2[CH:26]=1.[CH3:27][N:28]([CH2:30][C:31]#[CH:32])[CH3:29], predict the reaction product. The product is: [Cl:25][C:20]1[CH:21]=[CH:22][CH:23]=[CH:24][C:19]=1[N:17]([CH3:18])[C:15]([C:13]1[S:12][C:11]2[C:5]3[CH:4]=[CH:3][C:2]([C:32]#[C:31][CH2:30][N:28]([CH3:29])[CH3:27])=[CH:26][C:6]=3[O:7][CH2:8][CH2:9][C:10]=2[CH:14]=1)=[O:16]. (7) Given the reactants COC([CH:5]1[CH:11]([CH3:12])[C:10](=[O:13])[NH:9][C:8]2[CH:14]=[C:15]([Cl:18])[CH:16]=[CH:17][C:7]=2[C:6]1=[O:19])=O.O, predict the reaction product. The product is: [Cl:18][C:15]1[CH:16]=[CH:17][C:7]2[C:6](=[O:19])[CH2:5][CH:11]([CH3:12])[C:10](=[O:13])[NH:9][C:8]=2[CH:14]=1. (8) The product is: [NH2:1][C:2]1[N:10]=[CH:9][CH:8]=[CH:7][C:3]=1[C:4]([NH:12][CH3:11])=[O:6]. Given the reactants [NH2:1][C:2]1[N:10]=[CH:9][CH:8]=[CH:7][C:3]=1[C:4]([OH:6])=O.[CH3:11][NH2:12], predict the reaction product. (9) Given the reactants OC[CH2:3][S:4][S:5][CH2:6][CH2:7][OH:8].N1C=CN=C1.[CH3:14][C:15]([Si:18](Cl)([CH3:20])[CH3:19])([CH3:17])[CH3:16].CN(C=[O:26])C, predict the reaction product. The product is: [Si:18]([O:8][CH2:7][CH2:6][S:5][S:4][CH2:3][OH:26])([C:15]([CH3:17])([CH3:16])[CH3:14])([CH3:20])[CH3:19]. (10) Given the reactants [O:1]=[C:2]1[C@@H:8]2[CH2:9][CH:4]([CH2:5][CH2:6][C@@H:7]2[NH:10][C:11](=[O:20])[O:12][CH2:13][C:14]2[CH:19]=[CH:18][CH:17]=[CH:16][CH:15]=2)[O:3]1.[Li+].[BH4-], predict the reaction product. The product is: [OH:3][C@@H:4]1[CH2:5][CH2:6][C@H:7]([NH:10][C:11](=[O:20])[O:12][CH2:13][C:14]2[CH:19]=[CH:18][CH:17]=[CH:16][CH:15]=2)[C@H:8]([CH2:2][OH:1])[CH2:9]1.